Dataset: Full USPTO retrosynthesis dataset with 1.9M reactions from patents (1976-2016). Task: Predict the reactants needed to synthesize the given product. (1) Given the product [CH3:35][N:2]([CH3:1])[C:3]([C:5]1[O:6][C:7]2[CH:14]=[CH:13][C:12]([C:15]([CH2:16][CH3:17])([C:20]3[CH:25]=[CH:24][C:23]([O:26][CH2:27][CH:28]([OH:33])[C:29]([CH3:31])([CH3:32])[CH3:30])=[C:22]([CH3:34])[CH:21]=3)[CH2:18][CH3:19])=[CH:11][C:8]=2[C:9]=1[CH3:10])=[O:4], predict the reactants needed to synthesize it. The reactants are: [CH3:1][N:2]([CH3:35])[C:3]([C:5]1[O:6][C:7]2[CH:14]=[CH:13][C:12]([C:15]([C:20]3[CH:25]=[CH:24][C:23]([O:26][CH2:27][C:28](=[O:33])[C:29]([CH3:32])([CH3:31])[CH3:30])=[C:22]([CH3:34])[CH:21]=3)([CH2:18][CH3:19])[CH2:16][CH3:17])=[CH:11][C:8]=2[C:9]=1[CH3:10])=[O:4].[BH4-].[Na+]. (2) Given the product [F:37][C:36]([F:39])([F:38])[S:33]([O:14][C:11]1[CH:10]([CH3:15])[CH2:9][N:8]([CH2:1][C:2]2[CH:3]=[CH:4][CH:5]=[CH:6][CH:7]=2)[CH2:13][CH:12]=1)(=[O:35])=[O:34], predict the reactants needed to synthesize it. The reactants are: [CH2:1]([N:8]1[CH2:13][CH2:12][C:11](=[O:14])[CH:10]([CH3:15])[CH2:9]1)[C:2]1[CH:7]=[CH:6][CH:5]=[CH:4][CH:3]=1.C[Si]([N-][Si](C)(C)C)(C)C.[Na+].C1C=CC(N([S:33]([C:36]([F:39])([F:38])[F:37])(=[O:35])=[O:34])[S:33]([C:36]([F:39])([F:38])[F:37])(=[O:35])=[O:34])=CC=1. (3) Given the product [CH2:7]([C:11]1[O:12][C:13]2[CH:19]=[CH:18][C:17]([NH:20][S:2]([CH3:1])(=[O:4])=[O:3])=[CH:16][C:14]=2[CH:15]=1)[CH2:8][CH2:9][CH3:10], predict the reactants needed to synthesize it. The reactants are: [CH3:1][S:2](Cl)(=[O:4])=[O:3].Cl.[CH2:7]([C:11]1[O:12][C:13]2[CH:19]=[CH:18][C:17]([NH2:20])=[CH:16][C:14]=2[CH:15]=1)[CH2:8][CH2:9][CH3:10].C1(C)C=CC=CC=1.C(OCC)(=O)C. (4) Given the product [F:2][C:3]1[CH:4]=[N:5][C:6]2[C:11]([C:12]=1[CH2:13][CH2:14][CH2:15][C:16]1([C:29]([O:31][CH2:32][CH3:33])=[O:30])[CH2:21][CH2:20][NH:19][CH2:18][CH2:17]1)=[CH:10][CH:9]=[CH:8][CH:7]=2, predict the reactants needed to synthesize it. The reactants are: Cl.[F:2][C:3]1[CH:4]=[N:5][C:6]2[C:11]([C:12]=1[CH2:13][CH2:14][CH2:15][C:16]1([C:29]([O:31][CH2:32][CH3:33])=[O:30])[CH2:21][CH2:20][N:19](C(OC(C)(C)C)=O)[CH2:18][CH2:17]1)=[CH:10][CH:9]=[CH:8][CH:7]=2. (5) Given the product [C:1]([C:5]1[NH:14][C:8]2=[CH:9][N:10]=[C:11]([NH2:15])[CH:12]=[C:7]2[CH:6]=1)([CH3:4])([CH3:3])[CH3:2], predict the reactants needed to synthesize it. The reactants are: [C:1]([C:5]1[NH:14][C:8]2=[CH:9][N:10]=[C:11](Cl)[CH:12]=[C:7]2[CH:6]=1)([CH3:4])([CH3:3])[CH3:2].[NH3:15].O. (6) Given the product [CH3:18][C:4]1[CH:3]=[C:2]([NH:1][CH:20]=[O:23])[CH:17]=[CH:16][C:5]=1[O:6][C:7]1[CH:12]=[CH:11][C:10]2[N:13]([CH3:25])[CH:14]=[N:15][C:9]=2[CH:8]=1, predict the reactants needed to synthesize it. The reactants are: [NH2:1][C:2]1[CH:17]=[CH:16][C:5]([O:6][C:7]2[CH:8]=[C:9]([NH2:15])[C:10]([NH:13][CH3:14])=[CH:11][CH:12]=2)=[C:4]([CH3:18])[CH:3]=1.O.[C:20](=[O:23])(O)[O-].[Na+].[CH:25](O)=O.